Dataset: Reaction yield outcomes from USPTO patents with 853,638 reactions. Task: Predict the reaction yield, written as a fraction of the theoretical maximum amount of product (1.0 means a 100% yield; for example, 0.34 means a 34% yield). (1) The reactants are [H-].[Na+].OC(C)(C)[C:5]#[C:6][C:7]1[N:15]=[C:14]2[C:10]([N:11]([CH2:25][O:26][CH2:27][CH2:28][Si:29]([CH3:32])([CH3:31])[CH3:30])[C:12](=[O:24])[N:13]2[C@@H:16]([C:18]2[CH:23]=[CH:22][CH:21]=[CH:20][CH:19]=2)[CH3:17])=[CH:9][N:8]=1. The catalyst is C1(C)C=CC=CC=1. The product is [C:6]([C:7]1[N:15]=[C:14]2[C:10]([N:11]([CH2:25][O:26][CH2:27][CH2:28][Si:29]([CH3:32])([CH3:31])[CH3:30])[C:12](=[O:24])[N:13]2[C@@H:16]([C:18]2[CH:19]=[CH:20][CH:21]=[CH:22][CH:23]=2)[CH3:17])=[CH:9][N:8]=1)#[CH:5]. The yield is 0.340. (2) The reactants are COC([C:5]1[C:6]([C:15]([CH3:18])([CH3:17])[CH3:16])=[N:7][N:8]2[CH:13]=[C:12]([Br:14])[CH:11]=[CH:10][C:9]=12)=O.[OH-].[Na+]. The product is [Br:14][C:12]1[CH:11]=[CH:10][C:9]2[N:8]([N:7]=[C:6]([C:15]([CH3:18])([CH3:17])[CH3:16])[CH:5]=2)[CH:13]=1. The yield is 0.380. The catalyst is OS(O)(=O)=O.O. (3) The reactants are Cl.[CH2:2]([O:4][C:5]1[CH:14]=[C:13]2[C:8]([C:9]([NH:15][C:16]3[CH:21]=[CH:20][CH:19]=[C:18]([C:22]#[CH:23])[CH:17]=3)=[N:10][CH:11]=[N:12]2)=[CH:7][C:6]=1[N+:24]([O-])=O)[CH3:3].[OH-].[Na+]. The catalyst is CCO.[Fe]. The product is [CH2:2]([O:4][C:5]1[CH:14]=[C:13]2[C:8]([C:9]([NH:15][C:16]3[CH:21]=[CH:20][CH:19]=[C:18]([C:22]#[CH:23])[CH:17]=3)=[N:10][CH:11]=[N:12]2)=[CH:7][C:6]=1[NH2:24])[CH3:3]. The yield is 0.723.